From a dataset of Reaction yield outcomes from USPTO patents with 853,638 reactions. Predict the reaction yield, written as a fraction of the theoretical maximum amount of product (1.0 means a 100% yield; for example, 0.34 means a 34% yield). The reactants are [O:1]=[C:2]1[O:6][C@H:5]([C@@H:7]([NH:15][C:16](=[O:22])[O:17][C:18]([CH3:21])([CH3:20])[CH3:19])[CH2:8][C:9]2[CH:14]=[CH:13][CH:12]=[CH:11][CH:10]=2)[CH2:4][CH:3]1[CH2:23][C:24]1[CH:29]=[CH:28][C:27]([C:30]2[CH:35]=[CH:34][CH:33]=[CH:32][N:31]=2)=[CH:26][CH:25]=1.[OH-:36].[Na+].N1C=CN=C1.[Si:43](Cl)([C:46]([CH3:49])([CH3:48])[CH3:47])([CH3:45])[CH3:44]. The catalyst is O1CCOCC1.CN(C)C=O. The product is [C:18]([O:17][C:16]([NH:15][C@@H:7]([CH2:8][C:9]1[CH:14]=[CH:13][CH:12]=[CH:11][CH:10]=1)[C@@H:5]([O:6][Si:43]([C:46]([CH3:49])([CH3:48])[CH3:47])([CH3:45])[CH3:44])[CH2:4][CH:3]([CH2:23][C:24]1[CH:29]=[CH:28][C:27]([C:30]2[CH:35]=[CH:34][CH:33]=[CH:32][N:31]=2)=[CH:26][CH:25]=1)[C:2]([OH:36])=[O:1])=[O:22])([CH3:20])([CH3:21])[CH3:19]. The yield is 0.490.